Dataset: NCI-60 drug combinations with 297,098 pairs across 59 cell lines. Task: Regression. Given two drug SMILES strings and cell line genomic features, predict the synergy score measuring deviation from expected non-interaction effect. Drug 1: C1CCC(C1)C(CC#N)N2C=C(C=N2)C3=C4C=CNC4=NC=N3. Drug 2: CC1OCC2C(O1)C(C(C(O2)OC3C4COC(=O)C4C(C5=CC6=C(C=C35)OCO6)C7=CC(=C(C(=C7)OC)O)OC)O)O. Cell line: A498. Synergy scores: CSS=28.3, Synergy_ZIP=1.31, Synergy_Bliss=2.40, Synergy_Loewe=-10.6, Synergy_HSA=2.33.